Dataset: Forward reaction prediction with 1.9M reactions from USPTO patents (1976-2016). Task: Predict the product of the given reaction. Given the reactants [OH:1][CH2:2][CH:3]1[O:7][C:6](=[O:8])[N:5]([CH:9]([CH3:11])[CH3:10])[CH2:4]1.[CH:12](N)(C)C, predict the reaction product. The product is: [C:9]([N:5]1[CH2:4][CH:3]([CH2:2][OH:1])[O:7][C:6]1=[O:8])([CH3:12])([CH3:11])[CH3:10].